This data is from Peptide-MHC class II binding affinity with 134,281 pairs from IEDB. The task is: Regression. Given a peptide amino acid sequence and an MHC pseudo amino acid sequence, predict their binding affinity value. This is MHC class II binding data. (1) The peptide sequence is YLGYVIRDLAAMDGG. The MHC is HLA-DQA10303-DQB10402 with pseudo-sequence HLA-DQA10303-DQB10402. The binding affinity (normalized) is 0.617. (2) The peptide sequence is AFKVAATAAQAAPAN. The MHC is DRB1_0701 with pseudo-sequence DRB1_0701. The binding affinity (normalized) is 0.667.